Regression. Given two drug SMILES strings and cell line genomic features, predict the synergy score measuring deviation from expected non-interaction effect. From a dataset of NCI-60 drug combinations with 297,098 pairs across 59 cell lines. (1) Drug 1: CC1OCC2C(O1)C(C(C(O2)OC3C4COC(=O)C4C(C5=CC6=C(C=C35)OCO6)C7=CC(=C(C(=C7)OC)O)OC)O)O. Drug 2: C(CC(=O)O)C(=O)CN.Cl. Cell line: NCI-H322M. Synergy scores: CSS=8.85, Synergy_ZIP=-6.81, Synergy_Bliss=-13.7, Synergy_Loewe=-11.7, Synergy_HSA=-11.9. (2) Drug 1: C1=CC(=CC=C1CCC2=CNC3=C2C(=O)NC(=N3)N)C(=O)NC(CCC(=O)O)C(=O)O. Drug 2: C1CC(C1)(C(=O)O)C(=O)O.[NH2-].[NH2-].[Pt+2]. Cell line: U251. Synergy scores: CSS=49.6, Synergy_ZIP=-3.97, Synergy_Bliss=-4.95, Synergy_Loewe=-6.16, Synergy_HSA=0.938. (3) Drug 1: C#CCC(CC1=CN=C2C(=N1)C(=NC(=N2)N)N)C3=CC=C(C=C3)C(=O)NC(CCC(=O)O)C(=O)O. Drug 2: C1CN(P(=O)(OC1)NCCCl)CCCl. Cell line: HOP-62. Synergy scores: CSS=-5.91, Synergy_ZIP=-1.48, Synergy_Bliss=-9.95, Synergy_Loewe=-5.02, Synergy_HSA=-8.02. (4) Cell line: MCF7. Drug 1: CC1=C(C(CCC1)(C)C)C=CC(=CC=CC(=CC(=O)O)C)C. Drug 2: CC1=C(C(=O)C2=C(C1=O)N3CC4C(C3(C2COC(=O)N)OC)N4)N. Synergy scores: CSS=27.4, Synergy_ZIP=-8.75, Synergy_Bliss=-4.59, Synergy_Loewe=1.82, Synergy_HSA=2.67. (5) Drug 1: CC1=CC2C(CCC3(C2CCC3(C(=O)C)OC(=O)C)C)C4(C1=CC(=O)CC4)C. Drug 2: C1=CC(=CC=C1CCCC(=O)O)N(CCCl)CCCl. Cell line: HCC-2998. Synergy scores: CSS=-2.10, Synergy_ZIP=3.34, Synergy_Bliss=-13.7, Synergy_Loewe=-20.5, Synergy_HSA=-16.2. (6) Drug 1: CC(C)(C1=NC(=CC=C1)N2C3=NC(=NC=C3C(=O)N2CC=C)NC4=CC=C(C=C4)N5CCN(CC5)C)O. Drug 2: CC1CCC2CC(C(=CC=CC=CC(CC(C(=O)C(C(C(=CC(C(=O)CC(OC(=O)C3CCCCN3C(=O)C(=O)C1(O2)O)C(C)CC4CCC(C(C4)OC)OP(=O)(C)C)C)C)O)OC)C)C)C)OC. Cell line: UACC62. Synergy scores: CSS=42.3, Synergy_ZIP=4.90, Synergy_Bliss=7.15, Synergy_Loewe=9.64, Synergy_HSA=11.0. (7) Drug 1: CS(=O)(=O)C1=CC(=C(C=C1)C(=O)NC2=CC(=C(C=C2)Cl)C3=CC=CC=N3)Cl. Drug 2: CC1=C2C(C(=O)C3(C(CC4C(C3C(C(C2(C)C)(CC1OC(=O)C(C(C5=CC=CC=C5)NC(=O)OC(C)(C)C)O)O)OC(=O)C6=CC=CC=C6)(CO4)OC(=O)C)O)C)O. Cell line: SK-MEL-28. Synergy scores: CSS=35.1, Synergy_ZIP=12.0, Synergy_Bliss=14.3, Synergy_Loewe=-16.4, Synergy_HSA=8.78. (8) Drug 1: C1=CC(=C2C(=C1NCCNCCO)C(=O)C3=C(C=CC(=C3C2=O)O)O)NCCNCCO. Drug 2: C1=CC=C(C(=C1)C(C2=CC=C(C=C2)Cl)C(Cl)Cl)Cl. Cell line: NCIH23. Synergy scores: CSS=65.0, Synergy_ZIP=6.51, Synergy_Bliss=6.27, Synergy_Loewe=-46.4, Synergy_HSA=6.75. (9) Drug 2: C1=NC2=C(N1)C(=S)N=CN2. Drug 1: CC12CCC(CC1=CCC3C2CCC4(C3CC=C4C5=CN=CC=C5)C)O. Synergy scores: CSS=2.76, Synergy_ZIP=-9.81, Synergy_Bliss=-19.7, Synergy_Loewe=-24.9, Synergy_HSA=-20.5. Cell line: HCC-2998. (10) Drug 1: C1CCC(CC1)NC(=O)N(CCCl)N=O. Drug 2: CC1=C(C(=O)C2=C(C1=O)N3CC4C(C3(C2COC(=O)N)OC)N4)N. Cell line: HOP-62. Synergy scores: CSS=42.5, Synergy_ZIP=-4.04, Synergy_Bliss=-5.81, Synergy_Loewe=-28.5, Synergy_HSA=-5.13.